Task: Predict the reaction yield, written as a fraction of the theoretical maximum amount of product (1.0 means a 100% yield; for example, 0.34 means a 34% yield).. Dataset: Reaction yield outcomes from USPTO patents with 853,638 reactions (1) The yield is 0.580. The catalyst is CN(C)C=O. The product is [O:1]1[C:5]2[CH:6]=[CH:7][CH:8]=[CH:9][C:4]=2[N:3]=[C:2]1[C:10]1[CH:11]=[CH:12][C:13]2[N:17]([CH:18]3[CH2:23][CH2:22][O:21][CH2:20][CH2:19]3)[C:31]([CH2:30][CH:27]3[CH2:28][CH2:29][O:24][CH2:25][CH2:26]3)=[N:15][C:14]=2[CH:16]=1. The reactants are [O:1]1[C:5]2[CH:6]=[CH:7][CH:8]=[CH:9][C:4]=2[N:3]=[C:2]1[C:10]1[CH:11]=[CH:12][C:13]([NH:17][CH:18]2[CH2:23][CH2:22][O:21][CH2:20][CH2:19]2)=[C:14]([CH:16]=1)[NH2:15].[O:24]1[CH2:29][CH2:28][CH:27]([CH2:30][CH:31]=O)[CH2:26][CH2:25]1.OOS([O-])=O.[K+].C(=O)([O-])[O-].[K+].[K+]. (2) The reactants are C(OC([N:8]1[CH2:13][CH2:12][CH2:11][C@H:10]([C:14]2[N:18]=[C:17]([C:19]3[NH:20][CH:21]=[C:22]([C:24]([F:27])([F:26])[F:25])[CH:23]=3)[O:16][N:15]=2)[CH2:9]1)=O)(C)(C)C.[ClH:28]. The catalyst is O1CCOCC1. The product is [ClH:28].[F:27][C:24]([F:25])([F:26])[C:22]1[CH:23]=[C:19]([C:17]2[O:16][N:15]=[C:14]([CH:10]3[CH2:11][CH2:12][CH2:13][NH:8][CH2:9]3)[N:18]=2)[NH:20][CH:21]=1. The yield is 1.00. (3) The reactants are [CH3:1][O:2][C:3]1[C:10]([O:11][CH3:12])=[CH:9][CH:8]=[CH:7][C:4]=1[CH:5]=[O:6].[C:13]1(=[O:19])[O:18][C:16](=[O:17])[CH2:15][CH2:14]1.C(N(CC)CC)C.Cl. The catalyst is [Cl-].[Cl-].[Zn+2].C(Cl)Cl. The product is [CH3:1][O:2][C:3]1[C:10]([O:11][CH3:12])=[CH:9][CH:8]=[CH:7][C:4]=1[CH:5]1[CH:15]([C:16]([OH:18])=[O:17])[CH2:14][C:13](=[O:19])[O:6]1. The yield is 0.736. (4) The reactants are [C:1]([O:5][C:6](=[O:20])[C:7]1[CH:12]=[CH:11][CH:10]=[C:9]([C:13]2[C:18]([CH3:19])=[CH:17][CH:16]=[CH:15][N:14]=2)[CH:8]=1)([CH3:4])([CH3:3])[CH3:2].NC(N)=[O:23].OO.C1(=O)OC(=O)C2=CC=CC=C12.[O-]S([O-])=O.[Na+].[Na+].C([O-])([O-])=O.[Na+].[Na+]. The catalyst is CCOC(C)=O.O. The product is [C:1]([O:5][C:6]([C:7]1[CH:8]=[C:9]([C:13]2[C:18]([CH3:19])=[CH:17][CH:16]=[CH:15][N+:14]=2[O-:23])[CH:10]=[CH:11][CH:12]=1)=[O:20])([CH3:4])([CH3:3])[CH3:2]. The yield is 0.950. (5) The reactants are [C:1](Cl)(=O)C.[NH2:5][C@@H:6]([C:9]([OH:11])=[O:10])[CH2:7][OH:8].[C:12](ON1C(=O)CCC1=O)([O:14][CH2:15][C:16]1[CH:21]=[CH:20][CH:19]=[CH:18][CH:17]=1)=[O:13]. The catalyst is CO. The product is [CH2:15]([O:14][C:12]([NH:5][C@H:6]([CH2:7][OH:8])[C:9]([O:11][CH3:1])=[O:10])=[O:13])[C:16]1[CH:21]=[CH:20][CH:19]=[CH:18][CH:17]=1. The yield is 0.570. (6) No catalyst specified. The product is [C:22]([N:25]1[C:32]2[CH:33]=[CH:34][CH:35]=[CH:36][C:31]=2[CH:30]=[CH:29][C:28]2[N:37]=[C:38]([C:9]3[CH:14]=[N:13][C:12]([N:15]4[CH2:16][CH2:17][O:18][CH2:19][CH2:20]4)=[CH:11][CH:10]=3)[CH:39]=[CH:40][C:27]=2[CH2:26]1)(=[O:24])[CH3:23]. The reactants are CC1(C)C(C)(C)OB([C:9]2[CH:10]=[CH:11][C:12]([N:15]3[CH2:20][CH2:19][O:18][CH2:17][CH2:16]3)=[N:13][CH:14]=2)O1.[C:22]([N:25]1[C:32]2[CH:33]=[CH:34][CH:35]=[CH:36][C:31]=2[CH:30]=[CH:29][C:28]2[N:37]=[C:38](C3C=NC(OC)=CC=3)[C:39](F)=[CH:40][C:27]=2[CH2:26]1)(=[O:24])[CH3:23]. The yield is 0.910. (7) The reactants are [BH4-].[Na+].[CH3:15][C:14]([O:13][C:11](O[C:11]([O:13][C:14]([CH3:17])([CH3:16])[CH3:15])=[O:12])=[O:12])([CH3:17])[CH3:16].[CH3:18][C:19]([Si:22]([CH3:41])([CH3:40])[O:23][CH2:24][C:25]1[CH:26]=[C:27]([C:31]2[CH:36]=[C:35]([F:37])[CH:34]=[C:33]([C:38]#[N:39])[CH:32]=2)[CH:28]=[CH:29][CH:30]=1)([CH3:21])[CH3:20]. The catalyst is C(O)C.Cl[Ni]Cl. The product is [CH3:21][C:19]([Si:22]([CH3:41])([CH3:40])[O:23][CH2:24][C:25]1[CH:26]=[C:27]([C:31]2[CH:36]=[C:35]([F:37])[CH:34]=[C:33]([CH2:38][NH:39][C:11](=[O:12])[O:13][C:14]([CH3:15])([CH3:16])[CH3:17])[CH:32]=2)[CH:28]=[CH:29][CH:30]=1)([CH3:18])[CH3:20]. The yield is 0.320. (8) The reactants are [C:1]([O:5][C:6]([NH:8][C@:9]1([C:14]([O:16][CH2:17][CH3:18])=[O:15])[CH2:11][C@H:10]1[CH:12]=[CH2:13])=[O:7])([CH3:4])([CH3:3])[CH3:2].[CH3:19][C:20]([O:23][C:24](O[C:24]([O:23][C:20]([CH3:22])([CH3:21])[CH3:19])=[O:25])=[O:25])([CH3:22])[CH3:21]. The catalyst is O1CCCC1.CN(C1C=CN=CC=1)C. The product is [C:1]([O:5][C:6]([N:8]([C:24]([O:23][C:20]([CH3:22])([CH3:21])[CH3:19])=[O:25])[C@:9]1([C:14]([O:16][CH2:17][CH3:18])=[O:15])[CH2:11][C@H:10]1[CH:12]=[CH2:13])=[O:7])([CH3:4])([CH3:2])[CH3:3]. The yield is 0.950. (9) The reactants are [OH:1][C:2]1[CH:3]=[CH:4][C:5]([C:8]([O:10][CH3:11])=[O:9])=[N:6][CH:7]=1.C(=O)([O-])[O-].[K+].[K+].Br[C:19]1[CH:24]=[CH:23][CH:22]=[CH:21][N:20]=1. The catalyst is CN(C=O)C. The product is [N:20]1[CH:21]=[CH:22][CH:23]=[CH:24][C:19]=1[O:1][C:2]1[CH:3]=[CH:4][C:5]([C:8]([O:10][CH3:11])=[O:9])=[N:6][CH:7]=1. The yield is 0.700. (10) The reactants are C(N1C=CN=C1)(N1C=CN=C1)=O.[C:13]([O:17][C:18]([NH:20][C:21]1([C:24]([OH:26])=O)[CH2:23][CH2:22]1)=[O:19])([CH3:16])([CH3:15])[CH3:14].C(N(CC)C(C)C)(C)C.[Br:36][C:37]1[C:38]([NH2:44])=[N:39][CH:40]=[C:41]([Br:43])[N:42]=1. The catalyst is CN(C)C=O.ClCCl.C(OCC)(=O)C. The product is [Br:36][C:37]1[C:38]([NH:44][C:24]([C:21]2([NH:20][C:18](=[O:19])[O:17][C:13]([CH3:14])([CH3:15])[CH3:16])[CH2:22][CH2:23]2)=[O:26])=[N:39][CH:40]=[C:41]([Br:43])[N:42]=1. The yield is 0.500.